This data is from Full USPTO retrosynthesis dataset with 1.9M reactions from patents (1976-2016). The task is: Predict the reactants needed to synthesize the given product. (1) The reactants are: [C:1]([O:4][CH2:5][C@H:6]([NH:13][S:14]([C:17]1[CH:22]=[CH:21][C:20]([Cl:23])=[CH:19][CH:18]=1)(=[O:16])=[O:15])[C:7]1[CH:12]=[CH:11][CH:10]=[CH:9][CH:8]=1)(=[O:3])[CH3:2].O[CH2:25][C:26]1[CH:35]=[CH:34][C:29]([C:30]([O:32][CH3:33])=[O:31])=[CH:28][CH:27]=1.C1(P(C2C=CC=CC=2)C2C=CC=CC=2)C=CC=CC=1.CC(OC(/N=N/C(OC(C)C)=O)=O)C. Given the product [C:1]([O:4][CH2:5][C@H:6]([N:13]([CH2:25][C:26]1[CH:35]=[CH:34][C:29]([C:30]([O:32][CH3:33])=[O:31])=[CH:28][CH:27]=1)[S:14]([C:17]1[CH:22]=[CH:21][C:20]([Cl:23])=[CH:19][CH:18]=1)(=[O:16])=[O:15])[C:7]1[CH:8]=[CH:9][CH:10]=[CH:11][CH:12]=1)(=[O:3])[CH3:2], predict the reactants needed to synthesize it. (2) Given the product [C:1]([C:3]1[CH:4]=[CH:5][C:6]([O:27][CH2:28][C:29]2[CH:34]=[CH:33][CH:32]=[CH:31][CH:30]=2)=[C:7]([CH2:9][C:10]([NH:12][C:13]2[CH:18]=[CH:17][C:16]([C:19]([OH:21])=[O:20])=[C:15]([CH3:26])[CH:14]=2)=[O:11])[CH:8]=1)#[N:2], predict the reactants needed to synthesize it. The reactants are: [C:1]([C:3]1[CH:4]=[CH:5][C:6]([O:27][CH2:28][C:29]2[CH:34]=[CH:33][CH:32]=[CH:31][CH:30]=2)=[C:7]([CH2:9][C:10]([NH:12][C:13]2[CH:18]=[CH:17][C:16]([C:19]([O:21]C(C)(C)C)=[O:20])=[C:15]([CH3:26])[CH:14]=2)=[O:11])[CH:8]=1)#[N:2].FC(F)(F)C(O)=O. (3) Given the product [C:20]([C:11]1[CH:12]=[C:13]2[C:18](=[C:9]([O:8][CH2:1][C:2]3[CH:3]=[CH:4][CH:5]=[CH:6][CH:7]=3)[CH:10]=1)[N:17]=[CH:16][NH:15][C:14]2=[O:19])(=[O:27])[C:21]1[CH:26]=[CH:25][CH:24]=[CH:23][CH:22]=1, predict the reactants needed to synthesize it. The reactants are: [CH2:1]([O:8][C:9]1[CH:10]=[C:11]([CH:20]([OH:27])[C:21]2[CH:26]=[CH:25][CH:24]=[CH:23][CH:22]=2)[CH:12]=[C:13]2[C:18]=1[N:17]=[CH:16][NH:15][C:14]2=[O:19])[C:2]1[CH:7]=[CH:6][CH:5]=[CH:4][CH:3]=1. (4) Given the product [F:14][C:15]([F:30])([F:29])[C:16]1[CH:17]=[C:18]([CH2:26][CH2:27][S:40][C:32]2[S:31][C:35]3[CH:36]=[CH:37][CH:38]=[CH:39][C:34]=3[N:33]=2)[CH:19]=[C:20]([C:22]([F:25])([F:24])[F:23])[CH:21]=1, predict the reactants needed to synthesize it. The reactants are: C(P(CCCC)CCCC)CCC.[F:14][C:15]([F:30])([F:29])[C:16]1[CH:17]=[C:18]([CH2:26][CH2:27]O)[CH:19]=[C:20]([C:22]([F:25])([F:24])[F:23])[CH:21]=1.[S:31]1[C:35]2[CH:36]=[CH:37][CH:38]=[CH:39][C:34]=2[N:33]=[C:32]1[S:40][S:40][C:32]1[S:31][C:35]2[CH:36]=[CH:37][CH:38]=[CH:39][C:34]=2[N:33]=1. (5) Given the product [CH3:47][CH2:48][C@@H:49]([C@@H:51]1[NH:91][C:89](=[O:90])[C@H:88]2[N:84]([CH2:85][CH2:86][CH2:87]2)[C:82](=[O:83])[C@H:81]([CH:92]([CH3:94])[CH3:93])[NH:80][C:78](=[O:79])[C@H:77]([CH2:95][C:96]2[CH:97]=[CH:98][C:99]([OH:102])=[CH:100][CH:101]=2)[NH:76][C:74](=[O:75])[C@H:73]2[N:69]([CH2:70][CH2:71][CH2:72]2)[C:67](=[O:68])[C@H:66]2[N:62]([CH2:63][CH2:64][CH2:65]2)[C:60](=[O:61])[C@H:59]([C@H:103]([CH2:105][CH3:106])[CH3:104])[NH:58][C:56](=[O:57])[C@H:55]([C@H:107]([CH2:109][CH3:110])[CH3:108])[NH:54][C:52]1=[O:53])[CH3:50], predict the reactants needed to synthesize it. The reactants are: CC1CC[C@@]([C@]2(C)C(CO)=CC(=O)C2)(C)[C@@H](O)C=1.CC(C1[C@H]2[C@@H]3CO[C@H]([C@@H]2O)[C@]2(C(=O)N(OC)C4C=C(OC)C=CC2=4)C[C@@H]3N=1)=O.[CH3:47][CH2:48][C@@H:49]([C@@H:51]1[NH:91][C:89](=[O:90])[C@H:88]2[N:84]([CH2:85][CH2:86][CH2:87]2)[C:82](=[O:83])[C@H:81]([CH:92]([CH3:94])[CH3:93])[NH:80][C:78](=[O:79])[C@H:77]([CH2:95][C:96]2[CH:101]=[CH:100][C:99]([OH:102])=[CH:98][CH:97]=2)[NH:76][C:74](=[O:75])[C@H:73]2[N:69]([CH2:70][CH2:71][CH2:72]2)[C:67](=[O:68])[C@H:66]2[N:62]([CH2:63][CH2:64][CH2:65]2)[C:60](=[O:61])[C@H:59]([C@H:103]([CH2:105][CH3:106])[CH3:104])[NH:58][C:56](=[O:57])[C@H:55]([C@H:107]([CH2:109][CH3:110])[CH3:108])[NH:54][C:52]1=[O:53])[CH3:50]. (6) Given the product [Cl:1][C:2]1[C:3]([F:22])=[C:4]([CH:19]=[CH:20][CH:21]=1)[CH2:5][C:6]1[C:7]([O:17][CH3:18])=[CH:8][C:9]([O:15][CH3:16])=[C:10]([CH:14]=1)[C:11]([Cl:25])=[O:12], predict the reactants needed to synthesize it. The reactants are: [Cl:1][C:2]1[C:3]([F:22])=[C:4]([CH:19]=[CH:20][CH:21]=1)[CH2:5][C:6]1[C:7]([O:17][CH3:18])=[CH:8][C:9]([O:15][CH3:16])=[C:10]([CH:14]=1)[C:11](O)=[O:12].S(Cl)([Cl:25])=O. (7) Given the product [NH2:33][CH:34]([C:38]1[CH:43]=[CH:42][CH:41]=[CH:40][CH:39]=1)[C:35]([N:13]([C:6]1[CH:7]=[CH:8][C:9]([O:10][CH2:11][CH3:12])=[C:4]([O:3][CH2:1][CH3:2])[CH:5]=1)[CH2:14][CH2:15][C:16]1[CH:17]=[CH:18][C:19]([C:22]([F:23])([F:24])[F:25])=[CH:20][CH:21]=1)=[O:36], predict the reactants needed to synthesize it. The reactants are: [CH2:1]([O:3][C:4]1[CH:5]=[C:6]([NH:13][CH2:14][CH2:15][C:16]2[CH:21]=[CH:20][C:19]([C:22]([F:25])([F:24])[F:23])=[CH:18][CH:17]=2)[CH:7]=[CH:8][C:9]=1[O:10][CH2:11][CH3:12])[CH3:2].C(OC([NH:33][CH:34]([C:38]1[CH:43]=[CH:42][CH:41]=[CH:40][CH:39]=1)[C:35](O)=[O:36])=O)(C)(C)C. (8) Given the product [C:18]([OH:36])(=[O:1])[CH2:19][CH2:20][CH2:21][CH2:22][CH2:23][CH2:24][CH2:25]/[CH:26]=[CH:27]\[CH2:28][CH2:29][CH2:30][CH2:31][CH2:32][CH2:33][CH2:34][CH3:35], predict the reactants needed to synthesize it. The reactants are: [OH:1]N1C(=O)CCC1=O.CCN(C(C)C)C(C)C.[C:18](Cl)(=[O:36])[CH2:19][CH2:20][CH2:21][CH2:22][CH2:23][CH2:24][CH2:25]/[CH:26]=[CH:27]\[CH2:28][CH2:29][CH2:30][CH2:31][CH2:32][CH2:33][CH2:34][CH3:35]. (9) Given the product [C:22]([O:26][C:27]([N:29]1[CH2:34][CH2:33][CH:32]([NH:35][C:36]2[O:37][C:38]3[CH:44]=[CH:43][C:42]([O:45][CH2:47][CH2:48][O:49][CH:50]4[CH2:55][CH2:54][CH2:53][CH2:52][O:51]4)=[CH:41][C:39]=3[N:40]=2)[CH2:31][CH2:30]1)=[O:28])([CH3:25])([CH3:23])[CH3:24], predict the reactants needed to synthesize it. The reactants are: Cl.N1CCC(NC2OC3C=CC(OCCO)=CC=3N=2)CC1.[C:22]([O:26][C:27]([N:29]1[CH2:34][CH2:33][CH:32]([NH:35][C:36]2[O:37][C:38]3[CH:44]=[CH:43][C:42]([OH:45])=[CH:41][C:39]=3[N:40]=2)[CH2:31][CH2:30]1)=[O:28])([CH3:25])([CH3:24])[CH3:23].Br[CH2:47][CH2:48][O:49][CH:50]1[CH2:55][CH2:54][CH2:53][CH2:52][O:51]1.C(=O)([O-])[O-].[K+].[K+].